Dataset: Catalyst prediction with 721,799 reactions and 888 catalyst types from USPTO. Task: Predict which catalyst facilitates the given reaction. (1) Reactant: [C:1]([C:4]1[C:22](=[O:23])[C@@:8]2([CH3:24])[C:9]3[C:15]([OH:16])=[CH:14][C:13]([O:17][CH3:18])=[C:12]([C:19]([NH2:21])=[O:20])[C:10]=3[O:11][C:7]2=[CH:6][C:5]=1[OH:25])(=[O:3])[CH3:2].[Cl:26][C:27]1[CH:36]=[C:35]2[C:30]([CH:31]=[CH:32][C:33]([CH3:39])=[C:34]2[CH:37]=O)=[CH:29][CH:28]=1.C([SiH](CC)CC)C.FC(F)(F)C(O)=O. Product: [C:1]([C:4]1[C:22](=[O:23])[C@@:8]2([CH3:24])[C:9]3[C:15]([OH:16])=[CH:14][C:13]([O:17][CH3:18])=[C:12]([C:19]([NH:21][CH2:37][C:34]4[C:35]5[C:30](=[CH:29][CH:28]=[C:27]([Cl:26])[CH:36]=5)[CH:31]=[CH:32][C:33]=4[CH3:39])=[O:20])[C:10]=3[O:11][C:7]2=[CH:6][C:5]=1[OH:25])(=[O:3])[CH3:2]. The catalyst class is: 10. (2) Reactant: [Cl:1][C:2]1[CH:23]=[CH:22][C:5]([CH2:6][N:7]2[C:15]3[C:10](=[N:11][CH:12]=[CH:13][CH:14]=3)[C:9]([C:16](=[O:20])[C:17]([OH:19])=O)=[C:8]2[CH3:21])=[CH:4][CH:3]=1.C(N(CC)CC)C.[CH3:31][O:32][C:33]1[CH:38]=[C:37]([NH2:39])[CH:36]=[CH:35][N:34]=1.C(P1(=O)OP(CCC)(=O)OP(CCC)(=O)O1)CC. Product: [Cl:1][C:2]1[CH:3]=[CH:4][C:5]([CH2:6][N:7]2[C:15]3[C:10](=[N:11][CH:12]=[CH:13][CH:14]=3)[C:9]([C:16](=[O:20])[C:17]([NH:39][C:37]3[CH:36]=[CH:35][N:34]=[C:33]([O:32][CH3:31])[CH:38]=3)=[O:19])=[C:8]2[CH3:21])=[CH:22][CH:23]=1. The catalyst class is: 744. (3) The catalyst class is: 708. Product: [NH2:17][C:18]1[CH:23]=[CH:22][C:21]([S:24][C:25]2[CH:30]=[CH:29][C:28]([C:31]([NH:32][C:33]3[CH:34]=[N:35][CH:36]=[C:37]([F:39])[CH:38]=3)=[O:40])=[CH:27][C:26]=2[NH:41][C:42]2[C:43]3[CH:51]=[CH:50][C:49]([CH:52]([CH3:54])[CH3:53])=[N:48][C:44]=3[N:45]=[CH:46][N:47]=2)=[CH:20][CH:19]=1. Reactant: C1C2C(COC(=O)[NH:17][C:18]3[CH:23]=[CH:22][C:21]([S:24][C:25]4[CH:30]=[CH:29][C:28]([C:31](=[O:40])[NH:32][C:33]5[CH:34]=[N:35][CH:36]=[C:37]([F:39])[CH:38]=5)=[CH:27][C:26]=4[NH:41][C:42]4[C:43]5[CH:51]=[CH:50][C:49]([CH:52]([CH3:54])[CH3:53])=[N:48][C:44]=5[N:45]=[CH:46][N:47]=4)=[CH:20][CH:19]=3)C3C(=CC=CC=3)C=2C=CC=1.O.[OH-].[Li+].Cl. (4) Reactant: [NH2:1][C:2]1[CH:7]=[CH:6][C:5]([C:8]2([C:14]#[N:15])[CH2:13][CH2:12][O:11][CH2:10][CH2:9]2)=[CH:4][CH:3]=1.C(=O)([O-])[O-:17].[K+].[K+].OO.S([O-])([O-])(=O)=S.[Na+].[Na+]. Product: [NH2:1][C:2]1[CH:7]=[CH:6][C:5]([C:8]2([C:14]([NH2:15])=[O:17])[CH2:13][CH2:12][O:11][CH2:10][CH2:9]2)=[CH:4][CH:3]=1. The catalyst class is: 16. (5) Reactant: [Br:1][C:2]1[CH:7]=[CH:6][C:5](/[CH:8]=[CH:9]/[N+:10]([O-:12])=[O:11])=[CH:4][CH:3]=1.CS(C)=O.[BH4-].[Na+]. Product: [Br:1][C:2]1[CH:3]=[CH:4][C:5]([CH2:8][CH2:9][N+:10]([O-:12])=[O:11])=[CH:6][CH:7]=1. The catalyst class is: 15. (6) Reactant: [NH:1]([C:46]([O:48][CH2:49][CH:50]1[C:62]2[C:57](=[CH:58][CH:59]=[CH:60][CH:61]=2)[C:56]2[C:51]1=[CH:52][CH:53]=[CH:54][CH:55]=2)=[O:47])[C@H:2]([C:14]([N:16]([CH3:45])[C@H:17]([C:25]([N:27]([CH3:44])[C@H:28]([C:36]([NH:38][C@H:39]([C:41]([OH:43])=[O:42])[CH3:40])=[O:37])[CH2:29][C:30]1[CH:35]=[CH:34][CH:33]=[CH:32][CH:31]=1)=[O:26])[CH2:18][C:19]1[CH:24]=[CH:23][CH:22]=[CH:21][CH:20]=1)=[O:15])[CH2:3][C:4](=[O:13])[O:5]CC1C=CC=CC=1.[H][H]. Product: [NH:1]([C:46]([O:48][CH2:49][CH:50]1[C:62]2[C:57](=[CH:58][CH:59]=[CH:60][CH:61]=2)[C:56]2[C:51]1=[CH:52][CH:53]=[CH:54][CH:55]=2)=[O:47])[C@H:2]([C:14]([N:16]([CH3:45])[C@H:17]([C:25]([N:27]([CH3:44])[C@H:28]([C:36]([NH:38][C@H:39]([C:41]([OH:43])=[O:42])[CH3:40])=[O:37])[CH2:29][C:30]1[CH:35]=[CH:34][CH:33]=[CH:32][CH:31]=1)=[O:26])[CH2:18][C:19]1[CH:20]=[CH:21][CH:22]=[CH:23][CH:24]=1)=[O:15])[CH2:3][C:4](=[O:5])[OH:13]. The catalyst class is: 43.